From a dataset of Reaction yield outcomes from USPTO patents with 853,638 reactions. Predict the reaction yield, written as a fraction of the theoretical maximum amount of product (1.0 means a 100% yield; for example, 0.34 means a 34% yield). (1) The reactants are Br[C:2]1[CH:3]=[C:4]([N:11]2[CH2:16][CH2:15][O:14][CH2:13][CH2:12]2)[C:5]2[N:6]([CH:8]=[CH:9][N:10]=2)[CH:7]=1.[CH3:17][C:18]1[N:23]=[CH:22][C:21]([NH2:24])=[CH:20][C:19]=1B1OC(C)(C)C(C)(C)O1.C([O-])([O-])=O.[Na+].[Na+].C(Cl)Cl. The catalyst is COCCOC. The product is [CH3:17][C:18]1[N:23]=[CH:22][C:21]([NH2:24])=[CH:20][C:19]=1[C:2]1[CH:3]=[C:4]([N:11]2[CH2:16][CH2:15][O:14][CH2:13][CH2:12]2)[C:5]2[N:6]([CH:8]=[CH:9][N:10]=2)[CH:7]=1. The yield is 0.270. (2) The reactants are C[O:2][C:3](=[O:32])[CH2:4][C:5]1[N:9]2[CH:10]=[C:11]([C:18]3[CH:22]=[CH:21][O:20][CH:19]=3)[CH:12]=[C:13]([C:14]([F:17])([F:16])[F:15])[C:8]2=[N:7][C:6]=1[C:23](=[O:31])[NH:24][CH2:25][C:26]1[S:27][CH:28]=[CH:29][CH:30]=1.O.[OH-].[Li+].Cl. The catalyst is C1COCC1.O. The product is [O:20]1[CH:21]=[CH:22][C:18]([C:11]2[CH:12]=[C:13]([C:14]([F:16])([F:17])[F:15])[C:8]3[N:9]([C:5]([CH2:4][C:3]([OH:32])=[O:2])=[C:6]([C:23](=[O:31])[NH:24][CH2:25][C:26]4[S:27][CH:28]=[CH:29][CH:30]=4)[N:7]=3)[CH:10]=2)=[CH:19]1. The yield is 0.340.